Dataset: NCI-60 drug combinations with 297,098 pairs across 59 cell lines. Task: Regression. Given two drug SMILES strings and cell line genomic features, predict the synergy score measuring deviation from expected non-interaction effect. (1) Drug 1: CCCS(=O)(=O)NC1=C(C(=C(C=C1)F)C(=O)C2=CNC3=C2C=C(C=N3)C4=CC=C(C=C4)Cl)F. Drug 2: C#CCC(CC1=CN=C2C(=N1)C(=NC(=N2)N)N)C3=CC=C(C=C3)C(=O)NC(CCC(=O)O)C(=O)O. Cell line: HCT-15. Synergy scores: CSS=-1.69, Synergy_ZIP=1.51, Synergy_Bliss=0.564, Synergy_Loewe=-1.52, Synergy_HSA=-1.86. (2) Drug 1: CN(CC1=CN=C2C(=N1)C(=NC(=N2)N)N)C3=CC=C(C=C3)C(=O)NC(CCC(=O)O)C(=O)O. Drug 2: COC1=NC(=NC2=C1N=CN2C3C(C(C(O3)CO)O)O)N. Cell line: MCF7. Synergy scores: CSS=18.5, Synergy_ZIP=1.06, Synergy_Bliss=0.649, Synergy_Loewe=-39.7, Synergy_HSA=-0.394. (3) Drug 1: CCCS(=O)(=O)NC1=C(C(=C(C=C1)F)C(=O)C2=CNC3=C2C=C(C=N3)C4=CC=C(C=C4)Cl)F. Drug 2: CC1=C(C(CCC1)(C)C)C=CC(=CC=CC(=CC(=O)O)C)C. Cell line: KM12. Synergy scores: CSS=9.80, Synergy_ZIP=-7.62, Synergy_Bliss=-6.28, Synergy_Loewe=-13.5, Synergy_HSA=-8.97. (4) Drug 1: C1=CC(=CC=C1CC(C(=O)O)N)N(CCCl)CCCl.Cl. Drug 2: CC1=C(C(CCC1)(C)C)C=CC(=CC=CC(=CC(=O)O)C)C. Cell line: IGROV1. Synergy scores: CSS=24.6, Synergy_ZIP=2.11, Synergy_Bliss=5.97, Synergy_Loewe=7.77, Synergy_HSA=7.79. (5) Drug 1: CN(C)C1=NC(=NC(=N1)N(C)C)N(C)C. Drug 2: C1CN1P(=S)(N2CC2)N3CC3. Cell line: COLO 205. Synergy scores: CSS=24.7, Synergy_ZIP=-5.15, Synergy_Bliss=-1.04, Synergy_Loewe=-48.4, Synergy_HSA=-6.88. (6) Drug 1: C1CN1C2=NC(=NC(=N2)N3CC3)N4CC4. Drug 2: C1CN(CCN1C(=O)CCBr)C(=O)CCBr. Cell line: DU-145. Synergy scores: CSS=48.6, Synergy_ZIP=-7.74, Synergy_Bliss=-6.61, Synergy_Loewe=-11.3, Synergy_HSA=-3.73. (7) Drug 1: C1CN1C2=NC(=NC(=N2)N3CC3)N4CC4. Drug 2: COC1=C(C=C2C(=C1)N=CN=C2NC3=CC(=C(C=C3)F)Cl)OCCCN4CCOCC4. Cell line: MOLT-4. Synergy scores: CSS=50.9, Synergy_ZIP=-1.40, Synergy_Bliss=-1.41, Synergy_Loewe=-14.7, Synergy_HSA=-1.27. (8) Drug 1: CC1=C(C(=CC=C1)Cl)NC(=O)C2=CN=C(S2)NC3=CC(=NC(=N3)C)N4CCN(CC4)CCO. Drug 2: CN(C(=O)NC(C=O)C(C(C(CO)O)O)O)N=O. Cell line: UACC62. Synergy scores: CSS=15.5, Synergy_ZIP=-3.83, Synergy_Bliss=0.457, Synergy_Loewe=5.71, Synergy_HSA=2.84.